From a dataset of CYP3A4 inhibition data for predicting drug metabolism from PubChem BioAssay. Regression/Classification. Given a drug SMILES string, predict its absorption, distribution, metabolism, or excretion properties. Task type varies by dataset: regression for continuous measurements (e.g., permeability, clearance, half-life) or binary classification for categorical outcomes (e.g., BBB penetration, CYP inhibition). Dataset: cyp3a4_veith. (1) The drug is O=C(NC(=S)Nc1cccc(Cl)c1N1CCCC1)c1ccc(-c2cccc([N+](=O)[O-])c2)o1. The result is 1 (inhibitor). (2) The compound is N[C@H](Cc1cccc(-c2ccccc2CP(=O)(O)O)c1)C(=O)O. The result is 0 (non-inhibitor). (3) The molecule is Nc1ccccc1SCc1csc(-c2ccc(Cl)cc2)n1. The result is 1 (inhibitor). (4) The compound is Cc1cc(CNC(=O)[C@@H]2C[C@H]2[C@@H](NP(=O)(c2ccccc2)c2ccccc2)c2ccccc2)nn1C. The result is 1 (inhibitor). (5) The molecule is CCNC(=S)N1CC(C)OC(C)C1. The result is 0 (non-inhibitor).